From a dataset of Full USPTO retrosynthesis dataset with 1.9M reactions from patents (1976-2016). Predict the reactants needed to synthesize the given product. Given the product [Cl:16][C:17]1[CH:22]=[CH:21][CH:20]=[CH:19][C:18]=1[N:23]1[CH:27]([C:28]2[CH:33]=[CH:32][C:31]([C:2]3[CH:7]=[N:6][C:5]([S:8][CH3:9])=[CH:4][CH:3]=3)=[CH:30][CH:29]=2)[CH2:26][C:25]([C:43]([C:49]([F:52])([F:50])[F:51])([C:45]([F:46])([F:47])[F:48])[OH:44])=[N:24]1, predict the reactants needed to synthesize it. The reactants are: Br[C:2]1[CH:3]=[CH:4][C:5]([S:8][CH3:9])=[N:6][CH:7]=1.COCCOC.[Cl:16][C:17]1[CH:22]=[CH:21][CH:20]=[CH:19][C:18]=1[N:23]1[CH:27]([C:28]2[CH:33]=[CH:32][C:31](B3OC(C)(C)C(C)(C)O3)=[CH:30][CH:29]=2)[CH2:26][C:25]([C:43]([C:49]([F:52])([F:51])[F:50])([C:45]([F:48])([F:47])[F:46])[OH:44])=[N:24]1.C(=O)([O-])[O-].[Na+].[Na+].